This data is from NCI-60 drug combinations with 297,098 pairs across 59 cell lines. The task is: Regression. Given two drug SMILES strings and cell line genomic features, predict the synergy score measuring deviation from expected non-interaction effect. Drug 1: CC12CCC3C(C1CCC2O)C(CC4=C3C=CC(=C4)O)CCCCCCCCCS(=O)CCCC(C(F)(F)F)(F)F. Synergy scores: CSS=7.98, Synergy_ZIP=-1.96, Synergy_Bliss=-4.67, Synergy_Loewe=-19.3, Synergy_HSA=-3.30. Cell line: RXF 393. Drug 2: N.N.Cl[Pt+2]Cl.